This data is from Retrosynthesis with 50K atom-mapped reactions and 10 reaction types from USPTO. The task is: Predict the reactants needed to synthesize the given product. Given the product O=C(O)c1conc1-c1ccc(CCl)cc1, predict the reactants needed to synthesize it. The reactants are: COC(=O)c1conc1-c1ccc(CCl)cc1.